Dataset: Full USPTO retrosynthesis dataset with 1.9M reactions from patents (1976-2016). Task: Predict the reactants needed to synthesize the given product. Given the product [C:34]([O:33][C:31]([N:29]([CH3:30])[C:25]1[N:24]=[C:23]([CH2:22][CH2:21][CH2:20][C:17]2[N:16]=[CH:15][C:14]([CH2:13][C@@H:12]([C:38]([O:40][C:41]([CH3:44])([CH3:43])[CH3:42])=[O:39])[NH2:11])=[CH:19][CH:18]=2)[CH:28]=[CH:27][CH:26]=1)=[O:32])([CH3:37])([CH3:36])[CH3:35], predict the reactants needed to synthesize it. The reactants are: C(OC([NH:11][C@H:12]([C:38]([O:40][C:41]([CH3:44])([CH3:43])[CH3:42])=[O:39])[CH2:13][C:14]1[CH:15]=[N:16][C:17](/[CH:20]=[CH:21]/[CH2:22][C:23]2[CH:28]=[CH:27][CH:26]=[C:25]([N:29]([C:31]([O:33][C:34]([CH3:37])([CH3:36])[CH3:35])=[O:32])[CH3:30])[N:24]=2)=[CH:18][CH:19]=1)=O)C1C=CC=CC=1.